Dataset: Catalyst prediction with 721,799 reactions and 888 catalyst types from USPTO. Task: Predict which catalyst facilitates the given reaction. (1) Reactant: [C:1]1([CH:6]=[C:7]2[C:16](=O)[C:15]3[C:10](=[CH:11][C:12]([C:18]([O:20][CH3:21])=[O:19])=[CH:13][CH:14]=3)[O:9][CH2:8]2)[CH2:5][CH2:4][CH2:3][CH:2]=1.Cl.[NH:23]([C:25]1[CH:32]=[CH:31][C:28]([C:29]#[N:30])=[C:27]([CH3:33])[CH:26]=1)[NH2:24].C(OCC)(=O)C.CCCCCC. Product: [C:29]([C:28]1[CH:31]=[CH:32][C:25]([N:23]2[CH:6]([C:1]3[CH2:5][CH2:4][CH2:3][CH:2]=3)[CH:7]3[CH2:8][O:9][C:10]4[CH:11]=[C:12]([C:18]([O:20][CH3:21])=[O:19])[CH:13]=[CH:14][C:15]=4[C:16]3=[N:24]2)=[CH:26][C:27]=1[CH3:33])#[N:30]. The catalyst class is: 8. (2) Reactant: [F:1][C:2]1[CH:3]=[C:4]2[C:8](=[CH:9][C:10]=1[OH:11])[C:7](=[O:12])[CH2:6][CH2:5]2.[N-:13]=[N+]=[N-].[Na+].O. Product: [F:1][C:2]1[CH:3]=[C:4]2[C:8](=[CH:9][C:10]=1[OH:11])[C:7](=[O:12])[NH:13][CH2:6][CH2:5]2. The catalyst class is: 22. (3) Reactant: [CH2:1]([O:8][C:9]1[CH:10]=[C:11]([C:16]2[N:21]=[CH:20][C:19]([CH:22]=[C:23]3[S:27][C:26](=[O:28])[NH:25][C:24]3=[O:29])=[CH:18][CH:17]=2)[CH:12]=[CH:13][C:14]=1[OH:15])[C:2]1[CH:7]=[CH:6][CH:5]=[CH:4][CH:3]=1.[N+:30]([O-])([O-:32])=[O:31].[K+]. Product: [CH2:1]([O:8][C:9]1[CH:10]=[C:11]([C:16]2[N:21]=[CH:20][C:19]([CH:22]=[C:23]3[S:27][C:26](=[O:28])[NH:25][C:24]3=[O:29])=[CH:18][CH:17]=2)[CH:12]=[C:13]([N+:30]([O-:32])=[O:31])[C:14]=1[OH:15])[C:2]1[CH:7]=[CH:6][CH:5]=[CH:4][CH:3]=1. The catalyst class is: 55.